Task: Predict which catalyst facilitates the given reaction.. Dataset: Catalyst prediction with 721,799 reactions and 888 catalyst types from USPTO Reactant: C([O:8][C:9]1[CH:30]=[CH:29][C:12]([C:13]([NH:15][C:16]2[CH:21]=[C:20]([C:22]3[N:23]([CH3:27])[CH:24]=[CH:25][N:26]=3)[CH:19]=[CH:18][C:17]=2[CH3:28])=[O:14])=[CH:11][CH:10]=1)C1C=CC=CC=1. Product: [OH:8][C:9]1[CH:30]=[CH:29][C:12]([C:13]([NH:15][C:16]2[CH:21]=[C:20]([C:22]3[N:23]([CH3:27])[CH:24]=[CH:25][N:26]=3)[CH:19]=[CH:18][C:17]=2[CH3:28])=[O:14])=[CH:11][CH:10]=1. The catalyst class is: 19.